Dataset: NCI-60 drug combinations with 297,098 pairs across 59 cell lines. Task: Regression. Given two drug SMILES strings and cell line genomic features, predict the synergy score measuring deviation from expected non-interaction effect. (1) Drug 1: CCC1(CC2CC(C3=C(CCN(C2)C1)C4=CC=CC=C4N3)(C5=C(C=C6C(=C5)C78CCN9C7C(C=CC9)(C(C(C8N6C)(C(=O)OC)O)OC(=O)C)CC)OC)C(=O)OC)O. Drug 2: CC(C)(C1=NC(=CC=C1)N2C3=NC(=NC=C3C(=O)N2CC=C)NC4=CC=C(C=C4)N5CCN(CC5)C)O. Cell line: UACC62. Synergy scores: CSS=53.8, Synergy_ZIP=4.04, Synergy_Bliss=4.29, Synergy_Loewe=3.07, Synergy_HSA=7.49. (2) Drug 1: CCC1(CC2CC(C3=C(CCN(C2)C1)C4=CC=CC=C4N3)(C5=C(C=C6C(=C5)C78CCN9C7C(C=CC9)(C(C(C8N6C=O)(C(=O)OC)O)OC(=O)C)CC)OC)C(=O)OC)O.OS(=O)(=O)O. Drug 2: N.N.Cl[Pt+2]Cl. Cell line: NCI-H522. Synergy scores: CSS=81.5, Synergy_ZIP=-2.76, Synergy_Bliss=-2.86, Synergy_Loewe=-2.18, Synergy_HSA=0.816.